From a dataset of Reaction yield outcomes from USPTO patents with 853,638 reactions. Predict the reaction yield, written as a fraction of the theoretical maximum amount of product (1.0 means a 100% yield; for example, 0.34 means a 34% yield). (1) The reactants are [CH3:1][O:2][C:3]([C:5]1[N:6]([C:18]([O:20][C:21]([CH3:24])([CH3:23])[CH3:22])=[O:19])[C:7]2[C:12]([CH:13]=1)=[CH:11][C:10]([CH3:14])=[CH:9][C:8]=2[N+:15]([O-:17])=[O:16])=[O:4].[Br:25]N1C(=O)CCC1=O. The catalyst is C(Cl)(Cl)(Cl)Cl.CC(N=NC(C#N)(C)C)(C#N)C. The product is [CH3:1][O:2][C:3]([C:5]1[N:6]([C:18]([O:20][C:21]([CH3:24])([CH3:23])[CH3:22])=[O:19])[C:7]2[C:12]([CH:13]=1)=[CH:11][C:10]([CH2:14][Br:25])=[CH:9][C:8]=2[N+:15]([O-:17])=[O:16])=[O:4]. The yield is 1.00. (2) The reactants are [Cl:1][C:2]1[CH:3]=[CH:4][C:5]([NH:8][C:9](=[O:25])[C:10]2[CH:15]=[C:14]([CH3:16])[CH:13]=[CH:12][C:11]=2[NH:17][CH2:18][CH:19]2[CH2:24][CH2:23][NH:22][CH2:21][CH2:20]2)=[N:6][CH:7]=1.C([BH3-])#N.[Na+].[CH3:30][C:31]([CH3:33])=O. The catalyst is CO.C(O)(=O)C. The product is [Cl:1][C:2]1[CH:3]=[CH:4][C:5]([NH:8][C:9](=[O:25])[C:10]2[CH:15]=[C:14]([CH3:16])[CH:13]=[CH:12][C:11]=2[NH:17][CH2:18][CH:19]2[CH2:24][CH2:23][N:22]([CH:31]([CH3:33])[CH3:30])[CH2:21][CH2:20]2)=[N:6][CH:7]=1. The yield is 0.690. (3) The reactants are [CH3:1][O:2][C:3]1[CH:8]=[C:7]([O:9][CH3:10])[CH:6]=[CH:5][C:4]=1[C:11](=O)[CH2:12][N:13]1[CH2:17][CH2:16][CH2:15][CH:14]1[C:18]1[CH:23]=[CH:22][CH:21]=[C:20]([O:24][CH2:25][CH2:26][CH2:27][N:28]2[CH2:33][CH2:32][CH2:31][CH2:30][CH2:29]2)[CH:19]=1.N. The catalyst is CO.C(Cl)Cl. The product is [CH3:1][O:2][C:3]1[CH:8]=[C:7]([O:9][CH3:10])[CH:6]=[CH:5][C:4]=1[C@H:11]1[C:23]2[C:18](=[CH:19][C:20]([O:24][CH2:25][CH2:26][CH2:27][N:28]3[CH2:33][CH2:32][CH2:31][CH2:30][CH2:29]3)=[CH:21][CH:22]=2)[C@@H:14]2[CH2:15][CH2:16][CH2:17][N:13]2[CH2:12]1. The yield is 0.780. (4) The reactants are [I-].ClC1C=CC=C[N+]=1C.[CH2:10]([O:12][C:13](=[O:23])[NH:14][C:15]([N:17]1[CH2:22][CH2:21][O:20][CH2:19][CH2:18]1)=S)[CH3:11].Cl.Cl.[NH2:26][CH:27]([CH2:40][CH:41]1[CH2:46][CH2:45][CH2:44][CH2:43][CH2:42]1)[C:28]([NH:30][C:31]1([C:38]#[N:39])[CH2:36][CH2:35][N:34]([CH3:37])[CH2:33][CH2:32]1)=[O:29].C(N(CC)C(C)C)(C)C. The catalyst is ClCCl.C(O)(=O)CC(CC(O)=O)(C(O)=O)O. The product is [CH2:10]([O:12][C:13](=[O:23])[N:14]=[C:15]([NH:26][CH:27]([C:28](=[O:29])[NH:30][C:31]1([C:38]#[N:39])[CH2:32][CH2:33][N:34]([CH3:37])[CH2:35][CH2:36]1)[CH2:40][CH:41]1[CH2:46][CH2:45][CH2:44][CH2:43][CH2:42]1)[N:17]1[CH2:22][CH2:21][O:20][CH2:19][CH2:18]1)[CH3:11]. The yield is 0.260. (5) The reactants are [CH2:1]([O:3]/[CH:4]=[CH:5]/B1OC(C)(C)C(C)(C)O1)[CH3:2].Br[C:16]1[C:17]([C:24]([O:26][CH3:27])=[O:25])=[N:18][C:19]([S:22][CH3:23])=[N:20][CH:21]=1.C(Cl)Cl.C(=O)([O-])[O-].[Na+].[Na+]. The catalyst is C1COCC1.O.CCOC(C)=O.C1C=CC(P(C2C=CC=CC=2)[C-]2C=CC=C2)=CC=1.C1C=CC(P(C2C=CC=CC=2)[C-]2C=CC=C2)=CC=1.Cl[Pd]Cl.[Fe+2]. The product is [CH2:4]([O:3]/[CH:1]=[CH:2]/[C:16]1[C:17]([C:24]([O:26][CH3:27])=[O:25])=[N:18][C:19]([S:22][CH3:23])=[N:20][CH:21]=1)[CH3:5]. The yield is 0.630. (6) The reactants are [F:1][C:2]([F:28])([F:27])[O:3][C:4]1[CH:9]=[CH:8][C:7]([NH:10][C:11](=[O:26])[NH:12][CH:13]2[CH2:18][CH2:17][N:16](C(OC(C)(C)C)=O)[CH2:15][CH2:14]2)=[CH:6][CH:5]=1.Cl. The catalyst is CO. The product is [NH:16]1[CH2:17][CH2:18][CH:13]([NH:12][C:11]([NH:10][C:7]2[CH:8]=[CH:9][C:4]([O:3][C:2]([F:1])([F:27])[F:28])=[CH:5][CH:6]=2)=[O:26])[CH2:14][CH2:15]1. The yield is 0.890. (7) The reactants are C(C[O:4][C:5](=O)[CH2:6][CH2:7][CH2:8][CH2:9][C:10]1[C:18]2[C:13](=[CH:14][CH:15]=[CH:16][CH:17]=2)[NH:12][CH:11]=1)#N.[NH3:20]. The catalyst is O1CCCC1. The product is [NH:12]1[C:13]2[C:18](=[CH:17][CH:16]=[CH:15][CH:14]=2)[C:10]([CH2:9][CH2:8][CH2:7][CH2:6][C:5]([NH2:20])=[O:4])=[CH:11]1. The yield is 0.680.